Predict which catalyst facilitates the given reaction. From a dataset of Catalyst prediction with 721,799 reactions and 888 catalyst types from USPTO. (1) Reactant: ClC1C=CC(S[CH:9]([C:15]2[CH:20]=[C:19]([F:21])[CH:18]=[CH:17][C:16]=2[F:22])[C:10]([CH3:14])([CH3:13])[CH2:11][OH:12])=CC=1.[Cl:23][C:24]1[CH:29]=[CH:28][CH:27]=[C:26](C(OO)=O)[CH:25]=1.[S:34]([O-:38])([O-])(=[O:36])=S.[Na+].[Na+]. Product: [Cl:23][C:24]1[CH:29]=[CH:28][C:27]([S:34]([CH:9]([C:15]2[CH:20]=[C:19]([F:21])[CH:18]=[CH:17][C:16]=2[F:22])[C:10]([CH3:14])([CH3:13])[CH2:11][OH:12])(=[O:38])=[O:36])=[CH:26][CH:25]=1. The catalyst class is: 4. (2) Reactant: CC1C=CC(S(O[CH2:12][CH:13]2[O:18][C:17]3[CH:19]=[C:20]([O:23][S:24]([C:27]([F:30])([F:29])[F:28])(=[O:26])=[O:25])[CH:21]=[CH:22][C:16]=3[O:15][CH2:14]2)(=O)=O)=CC=1.[CH2:31]([NH2:33])[CH3:32]. Product: [F:28][C:27]([F:29])([F:30])[S:24]([O:23][C:20]1[CH:21]=[CH:22][C:16]2[O:15][CH2:14][CH:13]([CH2:12][NH:33][CH2:31][CH3:32])[O:18][C:17]=2[CH:19]=1)(=[O:25])=[O:26]. The catalyst class is: 10. (3) Reactant: Cl[C:2]1[C:3](=[O:16])[NH:4][C:5]2[C:10]([N:11]=1)=[CH:9][C:8]([C:12]([O:14][CH3:15])=[O:13])=[CH:7][CH:6]=2.[CH3:17][NH:18][CH:19]([CH3:21])[CH3:20].CCN(C(C)C)C(C)C. Product: [CH3:17][N:18]([CH:19]([CH3:21])[CH3:20])[C:2]1[C:3](=[O:16])[NH:4][C:5]2[C:10]([N:11]=1)=[CH:9][C:8]([C:12]([O:14][CH3:15])=[O:13])=[CH:7][CH:6]=2. The catalyst class is: 16.